This data is from Full USPTO retrosynthesis dataset with 1.9M reactions from patents (1976-2016). The task is: Predict the reactants needed to synthesize the given product. Given the product [F:22][C:23]1[CH:28]=[C:27]([C:2]2[CH:7]=[N:6][C:5]([O:8][CH3:9])=[C:4]([NH:10][CH:11]3[CH2:14][N:13]([C:15]([O:17][C:18]([CH3:21])([CH3:20])[CH3:19])=[O:16])[CH2:12]3)[CH:3]=2)[CH:26]=[CH:25][N:24]=1, predict the reactants needed to synthesize it. The reactants are: Cl[C:2]1[CH:3]=[C:4]([NH:10][CH:11]2[CH2:14][N:13]([C:15]([O:17][C:18]([CH3:21])([CH3:20])[CH3:19])=[O:16])[CH2:12]2)[C:5]([O:8][CH3:9])=[N:6][CH:7]=1.[F:22][C:23]1[CH:28]=[C:27](B2OC(C)(C)C(C)(C)O2)[CH:26]=[CH:25][N:24]=1.[O-]P([O-])([O-])=O.[K+].[K+].[K+].